This data is from NCI-60 drug combinations with 297,098 pairs across 59 cell lines. The task is: Regression. Given two drug SMILES strings and cell line genomic features, predict the synergy score measuring deviation from expected non-interaction effect. (1) Drug 1: CC1=C(C=C(C=C1)NC2=NC=CC(=N2)N(C)C3=CC4=NN(C(=C4C=C3)C)C)S(=O)(=O)N.Cl. Drug 2: CC1=C2C(C(=O)C3(C(CC4C(C3C(C(C2(C)C)(CC1OC(=O)C(C(C5=CC=CC=C5)NC(=O)C6=CC=CC=C6)O)O)OC(=O)C7=CC=CC=C7)(CO4)OC(=O)C)O)C)OC(=O)C. Cell line: A549. Synergy scores: CSS=59.5, Synergy_ZIP=14.0, Synergy_Bliss=11.5, Synergy_Loewe=-33.4, Synergy_HSA=11.6. (2) Drug 1: C1=CN(C=N1)CC(O)(P(=O)(O)O)P(=O)(O)O. Drug 2: CN1C2=C(C=C(C=C2)N(CCCl)CCCl)N=C1CCCC(=O)O.Cl. Cell line: PC-3. Synergy scores: CSS=-0.145, Synergy_ZIP=2.42, Synergy_Bliss=3.27, Synergy_Loewe=1.07, Synergy_HSA=-0.602. (3) Drug 1: CC1CCC2CC(C(=CC=CC=CC(CC(C(=O)C(C(C(=CC(C(=O)CC(OC(=O)C3CCCCN3C(=O)C(=O)C1(O2)O)C(C)CC4CCC(C(C4)OC)OCCO)C)C)O)OC)C)C)C)OC. Drug 2: B(C(CC(C)C)NC(=O)C(CC1=CC=CC=C1)NC(=O)C2=NC=CN=C2)(O)O. Cell line: UACC62. Synergy scores: CSS=19.1, Synergy_ZIP=-1.49, Synergy_Bliss=1.47, Synergy_Loewe=-17.4, Synergy_HSA=0.291. (4) Drug 1: CNC(=O)C1=CC=CC=C1SC2=CC3=C(C=C2)C(=NN3)C=CC4=CC=CC=N4. Drug 2: CN(C(=O)NC(C=O)C(C(C(CO)O)O)O)N=O. Cell line: SK-OV-3. Synergy scores: CSS=-2.75, Synergy_ZIP=0.211, Synergy_Bliss=-4.27, Synergy_Loewe=-6.09, Synergy_HSA=-6.02. (5) Drug 1: COC1=CC(=CC(=C1O)OC)C2C3C(COC3=O)C(C4=CC5=C(C=C24)OCO5)OC6C(C(C7C(O6)COC(O7)C8=CC=CS8)O)O. Drug 2: CCC1(C2=C(COC1=O)C(=O)N3CC4=CC5=C(C=CC(=C5CN(C)C)O)N=C4C3=C2)O.Cl. Cell line: SF-539. Synergy scores: CSS=59.9, Synergy_ZIP=-1.06, Synergy_Bliss=-0.998, Synergy_Loewe=1.05, Synergy_HSA=1.50. (6) Drug 1: C1=NC2=C(N=C(N=C2N1C3C(C(C(O3)CO)O)O)F)N. Drug 2: CCC1(CC2CC(C3=C(CCN(C2)C1)C4=CC=CC=C4N3)(C5=C(C=C6C(=C5)C78CCN9C7C(C=CC9)(C(C(C8N6C)(C(=O)OC)O)OC(=O)C)CC)OC)C(=O)OC)O.OS(=O)(=O)O. Cell line: PC-3. Synergy scores: CSS=10.1, Synergy_ZIP=-4.22, Synergy_Bliss=-0.108, Synergy_Loewe=-0.919, Synergy_HSA=-0.967. (7) Drug 2: CCC(=C(C1=CC=CC=C1)C2=CC=C(C=C2)OCCN(C)C)C3=CC=CC=C3.C(C(=O)O)C(CC(=O)O)(C(=O)O)O. Cell line: A549. Synergy scores: CSS=7.12, Synergy_ZIP=-3.54, Synergy_Bliss=-1.80, Synergy_Loewe=0.00743, Synergy_HSA=0.128. Drug 1: C1CC(=O)NC(=O)C1N2CC3=C(C2=O)C=CC=C3N. (8) Drug 1: CC1=C(C(CCC1)(C)C)C=CC(=CC=CC(=CC(=O)O)C)C. Drug 2: C1=CN(C=N1)CC(O)(P(=O)(O)O)P(=O)(O)O. Cell line: NCIH23. Synergy scores: CSS=1.08, Synergy_ZIP=1.97, Synergy_Bliss=4.92, Synergy_Loewe=-2.95, Synergy_HSA=-2.07.